From a dataset of Full USPTO retrosynthesis dataset with 1.9M reactions from patents (1976-2016). Predict the reactants needed to synthesize the given product. (1) Given the product [CH3:1][N:2]1[CH:6]=[C:5]([S:7]([N:10]2[CH2:19][CH2:18][C:17]3[C:12](=[CH:13][C:14]([CH:20]([CH2:23][C:24]4[CH:29]=[CH:28][CH:27]=[CH:26][CH:25]=4)[CH2:21][NH2:22])=[CH:15][CH:16]=3)[CH2:11]2)(=[O:8])=[O:9])[N:4]=[CH:3]1, predict the reactants needed to synthesize it. The reactants are: [CH3:1][N:2]1[CH:6]=[C:5]([S:7]([N:10]2[CH2:19][CH2:18][C:17]3[C:12](=[CH:13][C:14]([CH:20]([CH2:23][C:24]4[CH:29]=[CH:28][CH:27]=[CH:26][CH:25]=4)[C:21]#[N:22])=[CH:15][CH:16]=3)[CH2:11]2)(=[O:9])=[O:8])[N:4]=[CH:3]1. (2) The reactants are: [CH3:1][O:2][C:3]([C:5]1[NH:27][C:8]2=[N:9][CH:10]=[C:11]([CH2:13][NH:14][C:15](=[O:26])[C:16]3[CH:21]=[C:20]([N+:22]([O-])=O)[CH:19]=[CH:18][C:17]=3[CH3:25])[CH:12]=[C:7]2[CH:6]=1)=[O:4]. Given the product [CH3:1][O:2][C:3]([C:5]1[NH:27][C:8]2=[N:9][CH:10]=[C:11]([CH2:13][NH:14][C:15](=[O:26])[C:16]3[CH:21]=[C:20]([NH2:22])[CH:19]=[CH:18][C:17]=3[CH3:25])[CH:12]=[C:7]2[CH:6]=1)=[O:4], predict the reactants needed to synthesize it.